Dataset: NCI-60 drug combinations with 297,098 pairs across 59 cell lines. Task: Regression. Given two drug SMILES strings and cell line genomic features, predict the synergy score measuring deviation from expected non-interaction effect. Drug 1: C1CCC(CC1)NC(=O)N(CCCl)N=O. Drug 2: CC1=C2C(C(=O)C3(C(CC4C(C3C(C(C2(C)C)(CC1OC(=O)C(C(C5=CC=CC=C5)NC(=O)C6=CC=CC=C6)O)O)OC(=O)C7=CC=CC=C7)(CO4)OC(=O)C)O)C)OC(=O)C. Cell line: HCT-15. Synergy scores: CSS=31.5, Synergy_ZIP=-8.41, Synergy_Bliss=-2.74, Synergy_Loewe=-5.90, Synergy_HSA=-2.80.